Predict the reactants needed to synthesize the given product. From a dataset of Full USPTO retrosynthesis dataset with 1.9M reactions from patents (1976-2016). (1) Given the product [Cl:20][C:21]1[CH:26]=[CH:25][C:24]([Cl:27])=[CH:23][C:22]=1[O:28][C:2]1[CH:3]=[N:4][CH:5]=[CH:6][C:7]=1[C:8]([N:10]1[C:15]2[CH:16]=[CH:17][CH:18]=[CH:19][C:14]=2[O:13][CH2:12][CH2:11]1)=[O:9], predict the reactants needed to synthesize it. The reactants are: Br[C:2]1[CH:3]=[N:4][CH:5]=[CH:6][C:7]=1[C:8]([N:10]1[C:15]2[CH:16]=[CH:17][CH:18]=[CH:19][C:14]=2[O:13][CH2:12][CH2:11]1)=[O:9].[Cl:20][C:21]1[CH:26]=[CH:25][C:24]([Cl:27])=[CH:23][C:22]=1[OH:28].C(=O)([O-])[O-].[Cs+].[Cs+]. (2) Given the product [CH2:20]([C:21]1[C:3]([C:5]2[CH:10]=[CH:9][C:8]([O:11][CH3:12])=[CH:7][CH:6]=2)=[CH:2][N:23]2[C:22]=1[CH:27]=[CH:26][CH:25]=[CH:24]2)[CH2:19][C:13]1[CH:14]=[CH:15][CH:16]=[CH:17][CH:18]=1, predict the reactants needed to synthesize it. The reactants are: Br[CH2:2][C:3]([C:5]1[CH:10]=[CH:9][C:8]([O:11][CH3:12])=[CH:7][CH:6]=1)=O.[C:13]1([CH2:19][CH2:20][CH2:21][C:22]2[CH:27]=[CH:26][CH:25]=[CH:24][N:23]=2)[CH:18]=[CH:17][CH:16]=[CH:15][CH:14]=1.C(=O)([O-])[O-].[K+].[K+]. (3) Given the product [N:15]1[CH:16]=[CH:17][C:12]([O:11][CH:8]2[CH2:7][CH2:6][C:5](=[O:4])[CH2:10][CH2:9]2)=[CH:13][CH:14]=1, predict the reactants needed to synthesize it. The reactants are: O1[C:5]2([CH2:10][CH2:9][CH:8]([O:11][C:12]3[CH:17]=[CH:16][N:15]=[CH:14][CH:13]=3)[CH2:7][CH2:6]2)[O:4]CC1.Cl. (4) Given the product [Cl:1][C:2]1[CH:3]=[CH:4][C:5]2[N:6]([C:8]([CH:11]=[O:12])=[CH:9][N:10]=2)[N:7]=1, predict the reactants needed to synthesize it. The reactants are: [Cl:1][C:2]1[CH:3]=[CH:4][C:5]2[N:6]([C:8]([CH2:11][OH:12])=[CH:9][N:10]=2)[N:7]=1. (5) Given the product [Cl:1][C:2]1[C:3]2[C:7]([CH:8]=[CH:9][CH:10]=1)=[N:6][N:5]([CH:12]1[CH2:13][CH2:14][CH2:15][CH2:16][O:11]1)[CH:4]=2, predict the reactants needed to synthesize it. The reactants are: [Cl:1][C:2]1[CH:10]=[CH:9][CH:8]=[C:7]2[C:3]=1[CH:4]=[N:5][NH:6]2.[O:11]1[CH:16]=[CH:15][CH2:14][CH2:13][CH2:12]1.